Dataset: Experimentally validated miRNA-target interactions with 360,000+ pairs, plus equal number of negative samples. Task: Binary Classification. Given a miRNA mature sequence and a target amino acid sequence, predict their likelihood of interaction. (1) The miRNA is hsa-miR-507 with sequence UUUUGCACCUUUUGGAGUGAA. The protein sequence of the target gene is MNGFASLLRRNQFILLVLFLLQIQSLGLDIDSRPTAEVCATHTISPGPKGDDGEKGDPGEEGKHGKVGRMGPKGIKGELGDMGDQGNIGKTGPIGKKGDKGEKGLLGIPGEKGKAGTVCDCGRYRKFVGQLDISIARLKTSMKFVKNVIAGIRETEEKFYYIVQEEKNYRESLTHCRIRGGMLAMPKDEAANTLIADYVAKSGFFRVFIGVNDLEREGQYMFTDNTPLQNYSNWNEGEPSDPYGHEDCVEMLSSGRWNDTECHLTMYFVCEFIKKKK. Result: 1 (interaction). (2) The miRNA is hsa-miR-4757-3p with sequence CAUGACGUCACAGAGGCUUCGC. The protein sequence of the target gene is MRQSHQLPLVGLLLFSFIPSQLCEICEVSEENYIRLKPLLNTMIQSNYNRGTSAVNVVLSLKLVGIQIQTLMQKMIQQIKYNVKSRLSDVSSGELALIILALGVCRNAEENLIYDYHLIDKLENKFQAEIENMEAHNGTPLTNYYQLSLDVLALCLFNGNYSTAEVVNHFTPENKNYYFGSQFSVDTGAMAVLALTCVKKSLINGQIKADEGSLKNISIYTKSLVEKILSEKKENGLIGNTFSTGEAMQALFVSSDYYNENDWNCQQTLNTVLTEISQGAFSNPNAAAQVLPALMGKTFL.... Result: 0 (no interaction). (3) The miRNA is hsa-let-7f-5p with sequence UGAGGUAGUAGAUUGUAUAGUU. The protein sequence of the target gene is MALRWGIVSAGLIANDFTTVLSSLPSSEHQVVAVAARDLNRAEEFAQKFNIPKAYGSYEELAKDPNVEVAYIATQHPQHKPAVLLCLAAGKAVLCEKPMGVNAAEVREMVAKARSQGVFLMEAIWSRFFPAMEALREVLVQGTIGDLRVARAEFGFDLSHIPRATDWNQAGGGLLDLGIYCVQFLSMIFGAQKPEKISAVGRIHETGVDDTVSVLLQYPGGVHGSFTCSISSNLPNTAYVSGTKGMAQIQKLWAPTELVVNGERKEFPPPVLGKDYNFVNGSCMLYEANHVRECLRKGLK.... Result: 0 (no interaction). (4) The miRNA is mmu-miR-494-3p with sequence UGAAACAUACACGGGAAACCUC. Result: 0 (no interaction). The protein sequence of the target gene is MAKGRVAERSQLGAHHTTPVGDGAAGTRGLAAPGSRDHQKEKSWVEAGSARMSLLILVSIFLSAAFVMFLVYKNFPQLSEEERVNMKVPRDMDDAKALGKVLSKYKDTFYVQVLVAYFATYIFLQTFAIPGSIFLSILSGFLYPFPLALFLVCLCSGLGASFCYMLSYLVGRPVVYKYLTEKAVKWSQQVERHREHLINYIIFLRITPFLPNWFINITSPVINVPLKVFFIGTFLGVAPPSFVAIKAGTTLYQLTTAGEAVSWNSIFILMILAVLSILPAIFQKKLKQKFE.